From a dataset of Peptide-MHC class I binding affinity with 185,985 pairs from IEDB/IMGT. Regression. Given a peptide amino acid sequence and an MHC pseudo amino acid sequence, predict their binding affinity value. This is MHC class I binding data. (1) The peptide sequence is IRQAGVQY. The MHC is HLA-B54:01 with pseudo-sequence HLA-B54:01. The binding affinity (normalized) is 0. (2) The peptide sequence is GFPFNKWGK. The MHC is HLA-A11:01 with pseudo-sequence HLA-A11:01. The binding affinity (normalized) is 0.401.